From a dataset of Full USPTO retrosynthesis dataset with 1.9M reactions from patents (1976-2016). Predict the reactants needed to synthesize the given product. (1) Given the product [C:7]([C:9]1[CH:14]=[CH:13][CH:12]=[CH:11][CH:10]=1)(=[O:8])[C:4]1[CH:5]=[CH:6][CH:1]=[CH:2][CH:3]=1, predict the reactants needed to synthesize it. The reactants are: [CH:1]1[CH:6]=[CH:5][C:4]([C:7]([C:9]2[CH:14]=[CH:13][C:12](N3C(=O)C=CC3=O)=[CH:11][CH:10]=2)=[O:8])=[CH:3][CH:2]=1.C(N(CC(O)=O)CC(O)=O)COCCOCCN(CC(O)=O)CC(O)=O.Cl.C(CCP(CCC(O)=O)CCC(O)=O)(O)=O. (2) Given the product [CH3:26][N:24]1[CH:25]=[C:21]([C:18]2[CH:19]=[CH:20][C:15]3[N:16]([C:12]([CH2:11][C:8]4[CH:9]=[CH:10][C:5]5[N:6]([C:2]([C:33]6[CH:34]=[C:29]([CH:30]=[CH:31][CH:32]=6)[C:27]#[N:28])=[CH:3][N:4]=5)[CH:7]=4)=[CH:13][N:14]=3)[N:17]=2)[CH:22]=[N:23]1, predict the reactants needed to synthesize it. The reactants are: Br[C:2]1[N:6]2[CH:7]=[C:8]([CH2:11][C:12]3[N:16]4[N:17]=[C:18]([C:21]5[CH:22]=[N:23][N:24]([CH3:26])[CH:25]=5)[CH:19]=[CH:20][C:15]4=[N:14][CH:13]=3)[CH:9]=[CH:10][C:5]2=[N:4][CH:3]=1.[C:27]([C:29]1[CH:30]=[C:31](B(O)O)[CH:32]=[CH:33][CH:34]=1)#[N:28].C([O-])([O-])=O.[Na+].[Na+].CCOC(C)=O. (3) The reactants are: C([O:8][C:9]([C@@H:11]1[CH2:15][C@H:14]([NH:16][C:17]([O:19][CH2:20][CH:21]2[C:33]3[CH:32]=[CH:31][CH:30]=[CH:29][C:28]=3[C:27]3[C:22]2=[CH:23][CH:24]=[CH:25][CH:26]=3)=[O:18])[CH2:13][N:12]1[C:34](=[O:56])[C@@H:35]([NH:42][C:43](=[O:55])[C@@H:44]([N:46]([C:48]([O:50][C:51]([CH3:54])([CH3:53])[CH3:52])=[O:49])[CH3:47])[CH3:45])[CH:36]1[CH2:41][CH2:40][CH2:39][CH2:38][CH2:37]1)=[O:10])C1C=CC=CC=1. Given the product [C:51]([O:50][C:48]([N:46]([CH3:47])[C@@H:44]([CH3:45])[C:43]([NH:42][C@@H:35]([CH:36]1[CH2:41][CH2:40][CH2:39][CH2:38][CH2:37]1)[C:34]([N:12]1[CH2:13][C@@H:14]([NH:16][C:17]([O:19][CH2:20][CH:21]2[C:33]3[CH:32]=[CH:31][CH:30]=[CH:29][C:28]=3[C:27]3[C:22]2=[CH:23][CH:24]=[CH:25][CH:26]=3)=[O:18])[CH2:15][C@H:11]1[C:9]([OH:10])=[O:8])=[O:56])=[O:55])=[O:49])([CH3:54])([CH3:53])[CH3:52], predict the reactants needed to synthesize it. (4) Given the product [Cl:23][C:24]1[CH:29]=[C:28]([C:30]2([C:32]([F:33])([F:34])[F:35])[CH2:31][C:14]([C:5]3[CH:6]=[CH:7][C:8]([N:9]4[CH:13]=[N:12][CH:11]=[N:10]4)=[C:3]([CH:4]=3)[C:1]#[N:2])=[N:15][CH2:16]2)[CH:27]=[C:26]([Cl:36])[N:25]=1, predict the reactants needed to synthesize it. The reactants are: [C:1]([C:3]1[CH:4]=[C:5]([C:14](SC)=[N:15][CH2:16][Si](C)(C)C)[CH:6]=[CH:7][C:8]=1[N:9]1[CH:13]=[N:12][CH:11]=[N:10]1)#[N:2].[Cl:23][C:24]1[CH:29]=[C:28]([C:30]([C:32]([F:35])([F:34])[F:33])=[CH2:31])[CH:27]=[C:26]([Cl:36])[N:25]=1.[F-].C([N+](CCCC)(CCCC)CCCC)CCC.O. (5) Given the product [CH2:1]([O:8][C:9]1[N:14]=[C:13]([NH:15][C:16]2[CH:17]=[CH:18][C:19]([C:22]3[N:23]=[C:24]([N:32]4[CH2:37][CH2:36][O:35][CH2:34][C@@H:33]4[CH3:38])[C:25]4[CH2:31][CH2:30][N:29]([CH:54]=[O:53])[CH2:28][C:26]=4[N:27]=3)=[CH:20][CH:21]=2)[CH:12]=[CH:11][CH:10]=1)[C:2]1[CH:3]=[CH:4][CH:5]=[CH:6][CH:7]=1, predict the reactants needed to synthesize it. The reactants are: [CH2:1]([O:8][C:9]1[N:14]=[C:13]([NH:15][C:16]2[CH:21]=[CH:20][C:19]([C:22]3[N:23]=[C:24]([N:32]4[CH2:37][CH2:36][O:35][CH2:34][C@@H:33]4[CH3:38])[C:25]4[CH2:31][CH2:30][NH:29][CH2:28][C:26]=4[N:27]=3)=[CH:18][CH:17]=2)[CH:12]=[CH:11][CH:10]=1)[C:2]1[CH:7]=[CH:6][CH:5]=[CH:4][CH:3]=1.F[B-](F)(F)F.N1([O:53][C:54](N(C)C)=[N+](C)C)C2C=CC=CC=2N=N1.C(O)=O.CN(C)C=O.C(N(CC)C(C)C)(C)C. (6) Given the product [CH3:11][NH:12][CH2:16][C@H:15]([C:17]1[CH:22]=[N:21][CH:20]=[CH:19][N:18]=1)[OH:14], predict the reactants needed to synthesize it. The reactants are: O1C=CC=C1[C@H](O)CNC.[CH3:11][N:12]1[CH2:16][C@H:15]([C:17]2[CH:22]=[N:21][CH:20]=[CH:19][N:18]=2)[O:14]C1=O.[OH-].[K+].